This data is from Reaction yield outcomes from USPTO patents with 853,638 reactions. The task is: Predict the reaction yield, written as a fraction of the theoretical maximum amount of product (1.0 means a 100% yield; for example, 0.34 means a 34% yield). (1) The reactants are C[O:2][C:3]([C:5]1[CH:10]=[CH:9][N:8]=[C:7]([CH2:11][C:12]2[CH:13]=[C:14]3[C:18](=[CH:19][CH:20]=2)[N:17](C(OC(C)(C)C)=O)[CH:16]=[C:15]3[CH3:28])[CH:6]=1)=[O:4].C(O)(C(F)(F)F)=O.O[Li].O.Cl. The catalyst is C(Cl)Cl. The product is [CH3:28][C:15]1[C:14]2[C:18](=[CH:19][CH:20]=[C:12]([CH2:11][C:7]3[CH:6]=[C:5]([CH:10]=[CH:9][N:8]=3)[C:3]([OH:4])=[O:2])[CH:13]=2)[NH:17][CH:16]=1. The yield is 0.500. (2) The reactants are Cl.[CH3:2][N:3]([CH2:10][C:11]1[CH:20]=[CH:19][C:14]([C:15]([O:17][CH3:18])=[O:16])=[CH:13][CH:12]=1)[CH2:4][CH:5]1[CH2:9][CH2:8][CH2:7][NH:6]1.[Br:21][C:22]1[CH:36]=[CH:35][C:25]([O:26][C:27]2[CH:34]=[CH:33][C:30]([CH:31]=O)=[CH:29][CH:28]=2)=[CH:24][CH:23]=1.C(N(C(C)C)CC)(C)C.C(O[BH-](OC(=O)C)OC(=O)C)(=O)C.[Na+].C(=O)(O)[O-].[Na+]. The catalyst is ClC(Cl)C. The product is [Br:21][C:22]1[CH:36]=[CH:35][C:25]([O:26][C:27]2[CH:34]=[CH:33][C:30]([CH2:31][N:6]3[CH2:7][CH2:8][CH2:9][C@@H:5]3[CH2:4][N:3]([CH2:10][C:11]3[CH:12]=[CH:13][C:14]([C:15]([O:17][CH3:18])=[O:16])=[CH:19][CH:20]=3)[CH3:2])=[CH:29][CH:28]=2)=[CH:24][CH:23]=1. The yield is 0.940. (3) The reactants are [CH3:1][N:2]([CH3:11])[C:3]1[CH:10]=[CH:9][C:6]([CH:7]=[O:8])=[CH:5][CH:4]=1.FC(F)(F)S(O[C:18]1[CH:23]=[CH:22]C=[CH:20][C:19]=1[Si](C)(C)C)(=O)=O.[F-].[K+].C1OCCOCCOCCOCCOCCOC1. The catalyst is C1COCC1. The product is [CH3:1][N:2]([C:11]1[CH:22]=[CH:23][CH:18]=[CH:19][CH:20]=1)[C:3]1[CH:10]=[CH:9][C:6]([CH:7]=[O:8])=[CH:5][CH:4]=1. The yield is 0.300.